From a dataset of Full USPTO retrosynthesis dataset with 1.9M reactions from patents (1976-2016). Predict the reactants needed to synthesize the given product. (1) Given the product [CH3:13][N:10]1[C:11]2[C:7](=[CH:6][CH:5]=[C:4]([N+:1]([O-:3])=[O:2])[CH:12]=2)[CH:8]=[CH:9]1, predict the reactants needed to synthesize it. The reactants are: [N+:1]([C:4]1[CH:12]=[C:11]2[C:7]([CH:8]=[CH:9][NH:10]2)=[CH:6][CH:5]=1)([O-:3])=[O:2].[C:13]([O-])([O-])=O.[K+].[K+].CI.O. (2) Given the product [F:28][C:21]1[CH:20]=[C:19]([CH:29]([NH:31][C:32]([C:34]2[N:35]=[C:36]([C:6]3[CH:7]=[CH:8][C:3]([O:2][CH3:1])=[C:4]([C:12]([F:15])([F:14])[F:13])[CH:5]=3)[O:37][CH:38]=2)=[O:33])[CH3:30])[CH:18]=[C:17]([F:16])[C:22]=1[NH:23][S:24]([CH3:27])(=[O:26])=[O:25], predict the reactants needed to synthesize it. The reactants are: [CH3:1][O:2][C:3]1[CH:8]=[CH:7][C:6](B(O)O)=[CH:5][C:4]=1[C:12]([F:15])([F:14])[F:13].[F:16][C:17]1[CH:18]=[C:19]([CH:29]([NH:31][C:32]([C:34]2[N:35]=[C:36](Cl)[O:37][CH:38]=2)=[O:33])[CH3:30])[CH:20]=[C:21]([F:28])[C:22]=1[NH:23][S:24]([CH3:27])(=[O:26])=[O:25].C([O-])([O-])=O.[Cs+].[Cs+]. (3) The reactants are: [F:1][C:2]1[CH:7]=[CH:6][CH:5]=[CH:4][C:3]=1[CH:8]([C:23]1[CH:28]=[CH:27][CH:26]=[CH:25][CH:24]=1)[O:9][C:10]1[CH:19]=[CH:18][C:17]([N+:20]([O-])=O)=[CH:16][C:11]=1[C:12]([O:14][CH3:15])=[O:13].[Cl-].[Ca+2].[Cl-]. Given the product [NH2:20][C:17]1[CH:18]=[CH:19][C:10]([O:9][CH:8]([C:3]2[CH:4]=[CH:5][CH:6]=[CH:7][C:2]=2[F:1])[C:23]2[CH:28]=[CH:27][CH:26]=[CH:25][CH:24]=2)=[C:11]([CH:16]=1)[C:12]([O:14][CH3:15])=[O:13], predict the reactants needed to synthesize it. (4) Given the product [CH3:1][O:2][C:3]1[CH:8]=[CH:7][C:6]([O:9][CH2:23][C:22]([O:21][CH2:19][CH3:20])=[O:25])=[C:5]([N+:10]([O-:12])=[O:11])[CH:4]=1, predict the reactants needed to synthesize it. The reactants are: [CH3:1][O:2][C:3]1[CH:8]=[CH:7][C:6]([OH:9])=[C:5]([N+:10]([O-:12])=[O:11])[CH:4]=1.C(=O)([O-])[O-].[K+].[K+].[CH2:19]([O:21][C:22](=[O:25])[CH2:23]Br)[CH3:20]. (5) Given the product [C:8]([C:12]1[CH:16]=[C:15]([NH2:17])[N:14]([C:2]2[S:3][CH:4]=[C:5]([CH3:7])[CH:6]=2)[N:13]=1)([CH3:11])([CH3:10])[CH3:9], predict the reactants needed to synthesize it. The reactants are: I[C:2]1[S:3][CH:4]=[C:5]([CH3:7])[CH:6]=1.[C:8]([C:12]1[CH:16]=[C:15]([NH2:17])[NH:14][N:13]=1)([CH3:11])([CH3:10])[CH3:9].CN[C@@H]1CCCC[C@H]1NC.C(=O)([O-])[O-].[K+].[K+].N#N. (6) Given the product [Cl:16][C:17]1[CH:25]=[CH:24][C:20]([C:21]([NH:1][C:2]2[CH:7]=[CH:6][C:5]([OH:8])=[CH:4][CH:3]=2)=[O:22])=[CH:19][C:18]=1[N+:26]([O-:28])=[O:27], predict the reactants needed to synthesize it. The reactants are: [NH2:1][C:2]1[CH:7]=[CH:6][C:5]([OH:8])=[CH:4][CH:3]=1.C(N(CC)CC)C.[Cl:16][C:17]1[CH:25]=[CH:24][C:20]([C:21](Cl)=[O:22])=[CH:19][C:18]=1[N+:26]([O-:28])=[O:27].